From a dataset of TCR-epitope binding with 47,182 pairs between 192 epitopes and 23,139 TCRs. Binary Classification. Given a T-cell receptor sequence (or CDR3 region) and an epitope sequence, predict whether binding occurs between them. The epitope is GVAMPNLYK. The TCR CDR3 sequence is CSASLDSGTQETQYF. Result: 0 (the TCR does not bind to the epitope).